From a dataset of Reaction yield outcomes from USPTO patents with 853,638 reactions. Predict the reaction yield, written as a fraction of the theoretical maximum amount of product (1.0 means a 100% yield; for example, 0.34 means a 34% yield). (1) The reactants are Cl[C:2]1[C:11]2[C:6](=[N:7][CH:8]=[C:9]([F:12])[CH:10]=2)[NH:5][C:4](=[O:13])[C:3]=1[C:14]#[N:15].[O:16]1[CH:20]=[CH:19][CH:18]=[C:17]1[C:21]([N:23]1[CH2:28][CH2:27][NH:26][CH2:25][CH2:24]1)=[O:22]. No catalyst specified. The product is [F:12][C:9]1[CH:10]=[C:11]2[C:6](=[N:7][CH:8]=1)[NH:5][C:4](=[O:13])[C:3]([C:14]#[N:15])=[C:2]2[N:26]1[CH2:27][CH2:28][N:23]([C:21]([C:17]2[O:16][CH:20]=[CH:19][CH:18]=2)=[O:22])[CH2:24][CH2:25]1. The yield is 0.710. (2) The reactants are [C:1]([CH2:3][C:4]1[CH:5]=[C:6]([CH:11]=[CH:12][CH:13]=1)[C:7]([O:9][CH3:10])=[O:8])#[N:2].[H-].[Na+].Br[CH2:17][CH2:18]Br. The catalyst is CS(C)=O.O. The product is [C:1]([C:3]1([C:4]2[CH:5]=[C:6]([CH:11]=[CH:12][CH:13]=2)[C:7]([O:9][CH3:10])=[O:8])[CH2:18][CH2:17]1)#[N:2]. The yield is 0.760. (3) The reactants are [NH2:1][C:2]1[S:3][C@:4]2([CH2:31][NH2:32])[C@H:6]([C@:7]([C:10]3[CH:11]=[C:12]([NH:18][C:19]([C:21]4[CH:26]=[N:25][C:24]([O:27][CH2:28][C:29]#[CH:30])=[CH:23][N:22]=4)=[O:20])[CH:13]=[C:14]([F:17])[C:15]=3[F:16])([CH3:9])[N:8]=1)[CH2:5]2.C(N(C(C)C)CC)(C)C.[C:42](OC(=O)C)(=[O:44])[CH3:43]. The catalyst is C(Cl)Cl. The product is [C:42]([NH:32][CH2:31][C@:4]12[CH2:5][C@H:6]1[C@:7]([C:10]1[CH:11]=[C:12]([NH:18][C:19]([C:21]3[CH:26]=[N:25][C:24]([O:27][CH2:28][C:29]#[CH:30])=[CH:23][N:22]=3)=[O:20])[CH:13]=[C:14]([F:17])[C:15]=1[F:16])([CH3:9])[N:8]=[C:2]([NH2:1])[S:3]2)(=[O:44])[CH3:43]. The yield is 0.400. (4) The reactants are [CH3:1][C:2]1[N:3]([CH2:29][C:30]([O:32]CC)=[O:31])[C:4]2[CH2:5][C:6]([CH3:28])([CH3:27])[CH2:7][CH2:8][C:9]=2[C:10]=1[CH2:11][C:12]1[CH:17]=[CH:16][CH:15]=[CH:14][C:13]=1[S:18]([N:21]1[CH2:26][CH2:25][O:24][CH2:23][CH2:22]1)(=[O:20])=[O:19].[OH-].[Li+]. The catalyst is C1COCC1.CO.O. The product is [CH3:1][C:2]1[N:3]([CH2:29][C:30]([OH:32])=[O:31])[C:4]2[CH2:5][C:6]([CH3:28])([CH3:27])[CH2:7][CH2:8][C:9]=2[C:10]=1[CH2:11][C:12]1[CH:17]=[CH:16][CH:15]=[CH:14][C:13]=1[S:18]([N:21]1[CH2:22][CH2:23][O:24][CH2:25][CH2:26]1)(=[O:19])=[O:20]. The yield is 0.719. (5) The reactants are [C:1]([O:5][C:6]([N:8]1[CH2:13][CH2:12][CH2:11][C@H:10]([NH:14][C:15]([C:17]2[C:21]([NH:22][C:23]([NH2:25])=[O:24])=[CH:20][N:19]([C:26]3[CH:31]=[CH:30][CH:29]=[C:28]([F:32])[CH:27]=3)[CH:18]=2)=[O:16])[CH2:9]1)=[O:7])([CH3:4])([CH3:3])[CH3:2].[CH:33]1(N)[CH2:35][CH2:34]1.C(OCC)(=O)C. The catalyst is C(Cl)Cl. The product is [C:1]([O:5][C:6]([N:8]1[CH2:13][CH2:12][CH2:11][C@H:10]([NH:14][C:15]([C:17]2[C:21]([NH:22][C:23]([NH:25][CH:33]3[CH2:35][CH2:34]3)=[O:24])=[CH:20][N:19]([C:26]3[CH:31]=[CH:30][CH:29]=[C:28]([F:32])[CH:27]=3)[CH:18]=2)=[O:16])[CH2:9]1)=[O:7])([CH3:4])([CH3:2])[CH3:3]. The yield is 0.780. (6) The reactants are [NH2:1][S:2]([C:5]1[CH:6]=[C:7]([CH:11]=[CH:12][CH:13]=1)[C:8]([OH:10])=[O:9])(=[O:4])=[O:3].S(Cl)(Cl)=O.[CH3:18]O. No catalyst specified. The product is [NH2:1][S:2]([C:5]1[CH:6]=[C:7]([CH:11]=[CH:12][CH:13]=1)[C:8]([O:10][CH3:18])=[O:9])(=[O:3])=[O:4]. The yield is 0.730. (7) The reactants are [NH2:1][C:2]([CH3:22])([C:4](=O)[CH2:5][CH:6]([OH:20])[CH2:7][CH2:8][CH2:9][CH2:10][CH2:11][CH2:12][CH2:13][CH2:14][CH2:15][CH2:16][CH2:17][CH2:18][CH3:19])[CH3:3].C([O-])(=O)C.[Na+].Cl.[NH2:29][OH:30]. The catalyst is CO. The product is [NH2:1][C:2]([CH3:22])([C:4](=[N:29][OH:30])[CH2:5][CH:6]([OH:20])[CH2:7][CH2:8][CH2:9][CH2:10][CH2:11][CH2:12][CH2:13][CH2:14][CH2:15][CH2:16][CH2:17][CH2:18][CH3:19])[CH3:3]. The yield is 0.300.